From a dataset of NCI-60 drug combinations with 297,098 pairs across 59 cell lines. Regression. Given two drug SMILES strings and cell line genomic features, predict the synergy score measuring deviation from expected non-interaction effect. (1) Drug 1: CC12CCC(CC1=CCC3C2CCC4(C3CC=C4C5=CN=CC=C5)C)O. Drug 2: C1C(C(OC1N2C=C(C(=O)NC2=O)F)CO)O. Cell line: CCRF-CEM. Synergy scores: CSS=54.0, Synergy_ZIP=-2.19, Synergy_Bliss=-4.04, Synergy_Loewe=-21.4, Synergy_HSA=-2.56. (2) Drug 1: CCN(CC)CCNC(=O)C1=C(NC(=C1C)C=C2C3=C(C=CC(=C3)F)NC2=O)C. Drug 2: C1=NC2=C(N1)C(=S)N=CN2. Cell line: MDA-MB-435. Synergy scores: CSS=41.2, Synergy_ZIP=-0.611, Synergy_Bliss=-2.08, Synergy_Loewe=-17.0, Synergy_HSA=-2.53. (3) Drug 1: CCC(=C(C1=CC=CC=C1)C2=CC=C(C=C2)OCCN(C)C)C3=CC=CC=C3.C(C(=O)O)C(CC(=O)O)(C(=O)O)O. Drug 2: CS(=O)(=O)OCCCCOS(=O)(=O)C. Cell line: SW-620. Synergy scores: CSS=9.37, Synergy_ZIP=-2.57, Synergy_Bliss=-0.586, Synergy_Loewe=-0.303, Synergy_HSA=-0.728. (4) Drug 1: CN1C2=C(C=C(C=C2)N(CCCl)CCCl)N=C1CCCC(=O)O.Cl. Drug 2: C(CCl)NC(=O)N(CCCl)N=O. Cell line: RXF 393. Synergy scores: CSS=1.44, Synergy_ZIP=3.04, Synergy_Bliss=3.30, Synergy_Loewe=-3.47, Synergy_HSA=-3.01. (5) Drug 1: CC(CN1CC(=O)NC(=O)C1)N2CC(=O)NC(=O)C2. Drug 2: COC1=CC(=CC(=C1O)OC)C2C3C(COC3=O)C(C4=CC5=C(C=C24)OCO5)OC6C(C(C7C(O6)COC(O7)C8=CC=CS8)O)O. Cell line: LOX IMVI. Synergy scores: CSS=50.1, Synergy_ZIP=1.88, Synergy_Bliss=3.45, Synergy_Loewe=7.22, Synergy_HSA=9.83.